This data is from Forward reaction prediction with 1.9M reactions from USPTO patents (1976-2016). The task is: Predict the product of the given reaction. (1) Given the reactants [CH2:1]([O:3][C:4]([CH:6]1[CH2:11][CH2:10][NH:9][CH2:8][CH2:7]1)=[O:5])[CH3:2].C(=O)([O-])[O-].[K+].[K+].[CH2:18](Br)[C:19]1[CH:24]=[CH:23][CH:22]=[CH:21][CH:20]=1.O, predict the reaction product. The product is: [CH2:1]([O:3][C:4]([CH:6]1[CH2:11][CH2:10][N:9]([CH2:18][C:19]2[CH:24]=[CH:23][CH:22]=[CH:21][CH:20]=2)[CH2:8][CH2:7]1)=[O:5])[CH3:2]. (2) The product is: [C:18]([NH:17][CH:8]([CH2:9][C:10]1[CH:11]=[CH:12][C:13]([O:16][CH2:23][C:24]([O:26][CH3:27])=[O:25])=[CH:14][CH:15]=1)[C:7]([OH:6])=[O:21])(=[O:20])[CH3:19]. Given the reactants COC(C[O:6][C:7](=[O:21])[CH:8]([NH:17][C:18](=[O:20])[CH3:19])[CH2:9][C:10]1[CH:15]=[CH:14][C:13]([OH:16])=[CH:12][CH:11]=1)=O.Cl[CH2:23][C:24]([O:26][CH3:27])=[O:25], predict the reaction product. (3) Given the reactants [NH:1]1[CH:5]=[C:4]([C:6]2[CH:7]=[N:8][N:9]3[C:14]([C:15]4[CH:16]=[C:17]([NH:21][C:22](=[O:33])[C:23]5[CH:28]=[CH:27][CH:26]=[C:25]([C:29]([F:32])([F:31])[F:30])[CH:24]=5)[CH:18]=[CH:19][CH:20]=4)=[CH:13][CH:12]=[N:11][C:10]=23)[CH:3]=[N:2]1.Cl.Cl[CH2:36][CH2:37][N:38]1[CH2:42][CH2:41][CH2:40][CH2:39]1.C(=O)([O-])[O-].[Cs+].[Cs+], predict the reaction product. The product is: [N:38]1([CH2:37][CH2:36][N:1]2[CH:5]=[C:4]([C:6]3[CH:7]=[N:8][N:9]4[C:14]([C:15]5[CH:16]=[C:17]([NH:21][C:22](=[O:33])[C:23]6[CH:28]=[CH:27][CH:26]=[C:25]([C:29]([F:32])([F:31])[F:30])[CH:24]=6)[CH:18]=[CH:19][CH:20]=5)=[CH:13][CH:12]=[N:11][C:10]=34)[CH:3]=[N:2]2)[CH2:42][CH2:41][CH2:40][CH2:39]1. (4) Given the reactants [F:1][C:2]1[CH:3]=[C:4]2[C:8](=[CH:9][CH:10]=1)[NH:7][C:6](=[O:11])[CH2:5]2.[Li+].C[Si]([N-][Si](C)(C)C)(C)C.C1COCC1.[CH3:27][N:28]([CH2:30][C:31]1[CH:32]=[C:33]2[C:37](=[CH:38][CH:39]=1)[C:36](=O)[O:35][CH:34]2[CH3:41])[CH3:29], predict the reaction product. The product is: [CH3:29][N:28]([CH2:30][C:31]1[CH:32]=[C:33]2[C:37](=[CH:38][CH:39]=1)[C:36](=[C:5]1[C:4]3[C:8](=[CH:9][CH:10]=[C:2]([F:1])[CH:3]=3)[NH:7][C:6]1=[O:11])[O:35][CH:34]2[CH3:41])[CH3:27]. (5) The product is: [Cl-:18].[CH3:8][O:9][Si:10]([CH2:15][CH2:16][CH2:17][N+:3]([CH2:6][CH3:7])([CH2:4][CH3:5])[CH2:1][CH3:2])([O:13][CH3:14])[O:11][CH3:12]. Given the reactants [CH2:1]([N:3]([CH2:6][CH3:7])[CH2:4][CH3:5])[CH3:2].[CH3:8][O:9][Si:10]([CH2:15][CH2:16][CH2:17][Cl:18])([O:13][CH3:14])[O:11][CH3:12], predict the reaction product. (6) Given the reactants [CH2:1]([CH:8]1[O:12][C:11](=[O:13])[CH:10]=[C:9]1[OH:14])[C:2]1[CH:7]=[CH:6][CH:5]=[CH:4][CH:3]=1.[S:15]1[CH:19]=[CH:18][CH:17]=[C:16]1[CH:20]=O.[F:22][C:23]1[CH:24]=[C:25]2[C:29](=[CH:30][CH:31]=1)[NH:28][CH:27]=[C:26]2[CH3:32], predict the reaction product. The product is: [CH2:1]([CH:8]1[O:12][C:11](=[O:13])[C:10]([CH:20]([C:27]2[NH:28][C:29]3[C:25]([C:26]=2[CH3:32])=[CH:24][C:23]([F:22])=[CH:31][CH:30]=3)[C:16]2[S:15][CH:19]=[CH:18][CH:17]=2)=[C:9]1[OH:14])[C:2]1[CH:3]=[CH:4][CH:5]=[CH:6][CH:7]=1. (7) The product is: [CH3:1][C:2]1[N:11]=[CH:10][C:9]2[C:4](=[CH:5][CH:6]=[C:7]([NH2:12])[CH:8]=2)[N:3]=1. Given the reactants [CH3:1][C:2]1[N:11]=[CH:10][C:9]2[C:4](=[CH:5][CH:6]=[C:7]([N+:12]([O-])=O)[CH:8]=2)[N:3]=1, predict the reaction product. (8) Given the reactants N#N.C[O:4][C:5]([C:7]1[N:8]=[C:9]([CH2:12][C:13]2[CH:18]=[CH:17][CH:16]=[C:15]([C:19](=[O:21])[CH3:20])[CH:14]=2)[O:10][CH:11]=1)=[O:6].[OH-].[Na+], predict the reaction product. The product is: [C:19]([C:15]1[CH:14]=[C:13]([CH:18]=[CH:17][CH:16]=1)[CH2:12][C:9]1[O:10][CH:11]=[C:7]([C:5]([OH:6])=[O:4])[N:8]=1)(=[O:21])[CH3:20]. (9) Given the reactants [CH3:1][C:2]([CH3:12])([CH3:11])[C:3](=[O:10])[CH2:4][N:5]1[CH:9]=[N:8][CH:7]=[N:6]1.Br[CH2:14][CH:15]([CH3:25])[CH2:16][C:17]1[CH:22]=[CH:21][C:20]([F:23])=[CH:19][C:18]=1[F:24].[OH-].[K+], predict the reaction product. The product is: [F:24][C:18]1[CH:19]=[C:20]([F:23])[CH:21]=[CH:22][C:17]=1[CH2:16][CH:15]([CH3:25])[CH2:14][CH:4]([N:5]1[CH:9]=[N:8][CH:7]=[N:6]1)[C:3](=[O:10])[C:2]([CH3:12])([CH3:11])[CH3:1]. (10) Given the reactants Br[C:2]1[CH:7]=[C:6]([F:8])[C:5]([F:9])=[CH:4][C:3]=1[C:10]1[CH:15]=[CH:14][C:13]([S:16]([CH3:19])(=[O:18])=[O:17])=[CH:12][CH:11]=1.[O:20]1[C:24]2[CH:25]=[CH:26][C:27](B(O)O)=[CH:28][C:23]=2[O:22][CH2:21]1, predict the reaction product. The product is: [F:9][C:5]1[C:6]([F:8])=[CH:7][C:2]([C:27]2[CH:26]=[CH:25][C:24]3[O:20][CH2:21][O:22][C:23]=3[CH:28]=2)=[C:3]([C:10]2[CH:15]=[CH:14][C:13]([S:16]([CH3:19])(=[O:18])=[O:17])=[CH:12][CH:11]=2)[CH:4]=1.